From a dataset of Reaction yield outcomes from USPTO patents with 853,638 reactions. Predict the reaction yield, written as a fraction of the theoretical maximum amount of product (1.0 means a 100% yield; for example, 0.34 means a 34% yield). (1) The reactants are [F:1][C:2]1[CH:3]=[C:4]([NH2:21])[C:5]([NH:8][CH2:9][C:10]2[CH:20]=[CH:19][C:13]3[N:14]=[C:15]([S:17][CH3:18])[S:16][C:12]=3[CH:11]=2)=[CH:6][CH:7]=1.[CH:22](OCC)(OCC)OCC. The catalyst is C(O)=O. The product is [F:1][C:2]1[CH:7]=[CH:6][C:5]2[N:8]([CH2:9][C:10]3[CH:20]=[CH:19][C:13]4[N:14]=[C:15]([S:17][CH3:18])[S:16][C:12]=4[CH:11]=3)[CH:22]=[N:21][C:4]=2[CH:3]=1. The yield is 0.670. (2) The reactants are [NH2:1][C:2]1[CH:22]=[CH:21][C:5]2[CH2:6][CH2:7][N:8]([C:11]([O:13][CH2:14][C:15]3[CH:20]=[CH:19][CH:18]=[CH:17][CH:16]=3)=[O:12])[CH2:9][CH2:10][C:4]=2[CH:3]=1.N1C=CC=CC=1.[C:29]1([C:39]2[CH:44]=[CH:43][CH:42]=[CH:41][CH:40]=2)[CH:34]=[CH:33][C:32]([S:35](Cl)(=[O:37])=[O:36])=[CH:31][CH:30]=1. The catalyst is ClCCl. The product is [CH2:14]([O:13][C:11]([N:8]1[CH2:7][CH2:6][C:5]2[CH:21]=[CH:22][C:2]([NH:1][S:35]([C:32]3[CH:31]=[CH:30][C:29]([C:39]4[CH:44]=[CH:43][CH:42]=[CH:41][CH:40]=4)=[CH:34][CH:33]=3)(=[O:37])=[O:36])=[CH:3][C:4]=2[CH2:10][CH2:9]1)=[O:12])[C:15]1[CH:16]=[CH:17][CH:18]=[CH:19][CH:20]=1. The yield is 0.920. (3) The reactants are [Br:1][C:2]1[CH:3]=[C:4]2[C:9](=[C:10]([O:12][CH3:13])[CH:11]=1)[N:8]=[C:7](O)[N:6]=[CH:5]2.O=P(Cl)(Cl)[Cl:17]. No catalyst specified. The product is [Br:1][C:2]1[CH:3]=[C:4]2[C:9](=[C:10]([O:12][CH3:13])[CH:11]=1)[N:8]=[C:7]([Cl:17])[N:6]=[CH:5]2. The yield is 0.300.